From a dataset of Full USPTO retrosynthesis dataset with 1.9M reactions from patents (1976-2016). Predict the reactants needed to synthesize the given product. (1) Given the product [F:23][C:24]1[CH:25]=[CH:26][C:27]([O:50][CH3:51])=[C:28]([CH:30]2[CH2:34][C:33](=[O:35])[CH2:32][N:31]2[C:36]2[CH:41]=[CH:40][N:39]3[N:42]=[CH:43][C:44]([C:45]([O:47][CH2:48][CH3:49])=[O:46])=[C:38]3[N:37]=2)[CH:29]=1, predict the reactants needed to synthesize it. The reactants are: CC(OI1(OC(C)=O)(OC(C)=O)OC(=O)C2C=CC=CC1=2)=O.[F:23][C:24]1[CH:25]=[CH:26][C:27]([O:50][CH3:51])=[C:28]([C@H:30]2[CH2:34][CH:33]([OH:35])[CH2:32][N:31]2[C:36]2[CH:41]=[CH:40][N:39]3[N:42]=[CH:43][C:44]([C:45]([O:47][CH2:48][CH3:49])=[O:46])=[C:38]3[N:37]=2)[CH:29]=1.[O-]S([O-])(=S)=O.[Na+].[Na+]. (2) Given the product [CH3:21][N:18]1[CH2:19][CH2:20][C:8]2[N:7]([C:3]3[CH2:4][CH2:5][CH2:6][C:2]=3[C:22]3[C:31]4[C:26](=[CH:27][CH:28]=[CH:29][CH:30]=4)[CH:25]=[CH:24][CH:23]=3)[C:15]3[CH:14]=[CH:13][C:12]([CH3:16])=[CH:11][C:10]=3[C:9]=2[CH2:17]1, predict the reactants needed to synthesize it. The reactants are: Br[C:2]1[CH2:6][CH2:5][CH2:4][C:3]=1[N:7]1[C:15]2[CH:14]=[CH:13][C:12]([CH3:16])=[CH:11][C:10]=2[C:9]2[CH2:17][N:18]([CH3:21])[CH2:19][CH2:20][C:8]1=2.[C:22]1(B(O)O)[C:31]2[C:26](=[CH:27][CH:28]=[CH:29][CH:30]=2)[CH:25]=[CH:24][CH:23]=1.C(=O)([O-])[O-].[K+].[K+].COCCOC. (3) Given the product [CH3:32][C:33]1[N:34]=[N:35][C:36]2[C:41]([CH:42]=1)=[C:40]([NH:43][C:24]([N:13]1[C@@H:14]3[CH2:18][N:17]([CH2:16][CH2:15]3)[C:11]3[CH:10]=[CH:9][C:8]([C:6]4[CH:5]=[CH:4][N:3]=[C:2]([CH3:1])[CH:7]=4)=[N:19][C:12]1=3)=[O:30])[CH:39]=[CH:38][CH:37]=2, predict the reactants needed to synthesize it. The reactants are: [CH3:1][C:2]1[CH:7]=[C:6]([C:8]2[CH:9]=[CH:10][C:11]3[N:17]4[CH2:18][C@H:14]([CH2:15][CH2:16]4)[NH:13][C:12]=3[N:19]=2)[CH:5]=[CH:4][N:3]=1.ClC(Cl)(O[C:24](=[O:30])OC(Cl)(Cl)Cl)Cl.[CH3:32][C:33]1[N:34]=[N:35][C:36]2[CH:37]=[CH:38][CH:39]=[C:40]([NH2:43])[C:41]=2[CH:42]=1.C(N(CC)CC)C. (4) Given the product [Cl:16][C:17]1[CH:22]=[C:21]([Cl:23])[CH:20]=[CH:19][C:18]=1[N:24]1[C:28]([CH3:29])=[N:27][C:26]([NH:30][C:2]2[CH:3]=[CH:4][C:5]([N:10]3[CH:14]=[C:13]([CH3:15])[N:12]=[CH:11]3)=[C:6]([CH:9]=2)[C:7]#[N:8])=[N:25]1, predict the reactants needed to synthesize it. The reactants are: Br[C:2]1[CH:3]=[CH:4][C:5]([N:10]2[CH:14]=[C:13]([CH3:15])[N:12]=[CH:11]2)=[C:6]([CH:9]=1)[C:7]#[N:8].[Cl:16][C:17]1[CH:22]=[C:21]([Cl:23])[CH:20]=[CH:19][C:18]=1[N:24]1[C:28]([CH3:29])=[N:27][C:26]([NH2:30])=[N:25]1. (5) The reactants are: [CH2:1]([C:4]1[CH:5]=[C:6]([C:15]2[CH:20]=[CH:19][CH:18]=[CH:17][CH:16]=2)[CH:7]=[CH:8][C:9]=1[O:10][CH2:11][CH2:12][CH2:13][OH:14])[CH:2]=[CH2:3].C(Br)(Br)(Br)Br.C1C=CC(P(C2C=CC=CC=2)C2C=CC=CC=2)=CC=1.[CH2:45]([O:47][C:48](=[O:60])[C@@H:49]([O:58][CH3:59])[CH2:50][C:51]1[CH:56]=[CH:55][C:54](O)=[CH:53][CH:52]=1)[CH3:46]. Given the product [CH2:45]([O:47][C:48](=[O:60])[CH:49]([O:58][CH3:59])[CH2:50][C:51]1[CH:56]=[CH:55][C:54]([O:14][CH2:13][CH2:12][CH2:11][O:10][C:9]2[CH:8]=[CH:7][C:6]([C:15]3[CH:20]=[CH:19][CH:18]=[CH:17][CH:16]=3)=[CH:5][C:4]=2[CH2:1][CH:2]=[CH2:3])=[CH:53][CH:52]=1)[CH3:46], predict the reactants needed to synthesize it. (6) Given the product [OH:1][C:2]1[CH:3]=[CH:4][C:5]([CH2:8][CH2:9][NH:10][C:11](=[O:18])[C:12](=[O:17])[CH:13]([CH3:16])[CH2:14][CH3:15])=[CH:6][CH:7]=1, predict the reactants needed to synthesize it. The reactants are: [OH:1][C:2]1[CH:7]=[CH:6][C:5]([CH2:8][CH2:9][NH:10][C:11](=[O:18])[CH:12]([OH:17])[CH:13]([CH3:16])[CH2:14][CH3:15])=[CH:4][CH:3]=1.CC(C)=O.OS(O)(=O)=O.O=[Cr](=O)=O.CC(O)C. (7) Given the product [F:17][C:18]([F:28])([C:24]([F:25])([F:26])[F:27])[CH2:19][CH2:20][C:21](=[O:22])[CH2:2][C:1]([O:4][CH2:5][CH3:6])=[O:3], predict the reactants needed to synthesize it. The reactants are: [C:1]([O:4][CH2:5][CH3:6])(=[O:3])[CH3:2].C[Si](C)(C)[N-][Si](C)(C)C.[Na+].[F:17][C:18]([F:28])([C:24]([F:27])([F:26])[F:25])[CH2:19][CH2:20][C:21](Cl)=[O:22].